From a dataset of Forward reaction prediction with 1.9M reactions from USPTO patents (1976-2016). Predict the product of the given reaction. (1) Given the reactants FC(F)(F)C(O)=O.[OH:8][C:9]1[CH:36]=[C:35]([N:37]2[CH2:42][CH2:41][CH2:40][CH2:39][CH2:38]2)[CH:34]=[CH:33][C:10]=1[C:11]([NH:13][C:14]1[CH:26]=[C:25]([C:27]2[CH:32]=[CH:31][CH:30]=[CH:29][CH:28]=2)[CH:24]=[CH:23][C:15]=1[C:16]([O:18]C(C)(C)C)=[O:17])=[O:12], predict the reaction product. The product is: [OH:8][C:9]1[CH:36]=[C:35]([N:37]2[CH2:42][CH2:41][CH2:40][CH2:39][CH2:38]2)[CH:34]=[CH:33][C:10]=1[C:11]([NH:13][C:14]1[CH:26]=[C:25]([C:27]2[CH:32]=[CH:31][CH:30]=[CH:29][CH:28]=2)[CH:24]=[CH:23][C:15]=1[C:16]([OH:18])=[O:17])=[O:12]. (2) Given the reactants [F:1][C:2]1[CH:3]=[C:4]([CH:19]=[CH:20][C:21]=1[O:22][CH3:23])[CH2:5][CH:6]1[C:10]2=[N:11][C:12]3[CH:17]=[CH:16][CH:15]=[CH:14][C:13]=3[N:9]2[C:8](=[O:18])[NH:7]1.[CH3:24][C:25]1([CH3:34])[CH2:30][CH:29]([NH2:31])[CH2:28][C:27]([CH3:33])([CH3:32])[NH:26]1.C(O)(C(F)(F)F)=O, predict the reaction product. The product is: [NH:9]1[C:13]2[CH:14]=[CH:15][CH:16]=[CH:17][C:12]=2[N:11]=[C:10]1[CH:6]([NH:7][C:8]([NH:31][CH:29]1[CH2:30][C:25]([CH3:34])([CH3:24])[NH:26][C:27]([CH3:33])([CH3:32])[CH2:28]1)=[O:18])[CH2:5][C:4]1[CH:19]=[CH:20][C:21]([O:22][CH3:23])=[C:2]([F:1])[CH:3]=1. (3) Given the reactants [OH-].[Na+].C([O:5][C:6]([C:8]1[CH:9]=[N:10][C:11]2[C:16]([CH:17]=1)=[CH:15][C:14]([F:18])=[CH:13][CH:12]=2)=[O:7])C.CO.Cl, predict the reaction product. The product is: [F:18][C:14]1[CH:15]=[C:16]2[C:11](=[CH:12][CH:13]=1)[N:10]=[CH:9][C:8]([C:6]([OH:7])=[O:5])=[CH:17]2. (4) Given the reactants [CH2:1]([O:3][CH:4]1[CH2:9][CH2:8][CH:7]([C:10]2[CH:15]=[CH:14][C:13]([CH:16]3[CH2:21][CH2:20][CH:19]([CH:22]4[CH2:31][CH2:30][C:25]5(OCC[O:26]5)[CH2:24][CH2:23]4)[CH2:18][CH2:17]3)=[C:12]([F:32])[CH:11]=2)[CH2:6][CH2:5]1)[CH3:2].C(O)=O.O, predict the reaction product. The product is: [CH2:1]([O:3][CH:4]1[CH2:5][CH2:6][CH:7]([C:10]2[CH:15]=[CH:14][C:13]([CH:16]3[CH2:21][CH2:20][CH:19]([CH:22]4[CH2:31][CH2:30][C:25](=[O:26])[CH2:24][CH2:23]4)[CH2:18][CH2:17]3)=[C:12]([F:32])[CH:11]=2)[CH2:8][CH2:9]1)[CH3:2].